Dataset: Orexin1 receptor HTS with 218,158 compounds and 233 confirmed actives. Task: Binary Classification. Given a drug SMILES string, predict its activity (active/inactive) in a high-throughput screening assay against a specified biological target. (1) The molecule is S(=O)(=O)(N1CC(CCC1)C(OCC)=O)c1c2c3N(CC(Sc3cc1)C)C(=O)C2. The result is 0 (inactive). (2) The compound is Clc1sc(S(=O)(=O)Nc2sc3c(n2)cccc3)cc1. The result is 0 (inactive). (3) The drug is FC(F)(F)c1ccc(c2nn(nn2)CC(=O)C)cc1. The result is 0 (inactive). (4) The drug is O(C(=O)C=1C(N=C(N(C1C)Cc1ccccc1)NCc1ccccc1)c1ccccc1)C. The result is 0 (inactive). (5) The compound is s1c(Cn2c3nc4c(nc3c(c2N)C(OCC2OCCC2)=O)cccc4)ccc1. The result is 0 (inactive). (6) The molecule is Clc1c(S(=O)(=O)N(c2ccccc2)C)cc(Cl)cc1. The result is 0 (inactive).